From a dataset of hERG Central: cardiac toxicity at 1µM, 10µM, and general inhibition. Predict hERG channel inhibition at various concentrations. (1) The compound is O=C(c1cc2nc(-c3ccccc3)cc(-c3ccccc3)n2n1)N1CCN(C(=O)c2ccco2)CC1. Results: hERG_inhib (hERG inhibition (general)): blocker. (2) The drug is COc1ccc(C(=O)N/N=C\C(C)=C\c2ccccc2)cc1OC. Results: hERG_inhib (hERG inhibition (general)): blocker. (3) The compound is CCCCNC(=S)N(C)/N=C/c1ccc2c(c1)OCO2. Results: hERG_inhib (hERG inhibition (general)): blocker. (4) The drug is O=c1c2ccccc2nc(-c2ccco2)n1CCCn1ccnc1. Results: hERG_inhib (hERG inhibition (general)): blocker. (5) The molecule is COC(=O)C1=C(C)N(Cc2ccccc2)C(=NCCc2ccccn2)N[C@H]1c1cccc(F)c1. Results: hERG_inhib (hERG inhibition (general)): blocker. (6) The compound is Cc1ccc(C)c2c(SC(C)C(=O)NCc3ccco3)nc(-c3ccccc3)nc12. Results: hERG_inhib (hERG inhibition (general)): blocker. (7) The compound is Cc1ccc(S(=O)(=O)N(CCCN2CCCC2=O)Cc2cc3c(C)ccc(C)c3[nH]c2=O)cc1. Results: hERG_inhib (hERG inhibition (general)): blocker. (8) The molecule is N#Cc1ccc(C(=O)OCCCc2cc3ccccc3c(=O)o2)cc1. Results: hERG_inhib (hERG inhibition (general)): blocker.